This data is from Reaction yield outcomes from USPTO patents with 853,638 reactions. The task is: Predict the reaction yield, written as a fraction of the theoretical maximum amount of product (1.0 means a 100% yield; for example, 0.34 means a 34% yield). (1) The reactants are [C:1]([C:3]1[CH:8]=[CH:7][CH:6]=[CH:5][C:4]=1[C:9]1[CH:14]=[CH:13][C:12]([CH2:15][CH:16]([C:22](=O)[CH2:23][CH2:24][CH3:25])[C:17](OCC)=[O:18])=[CH:11][CH:10]=1)#[N:2].[N:27]1[N:28]=[C:29]([NH:32][CH:33]2[CH2:38][CH2:37][CH:36]([C:39]([O:41][CH2:42][CH3:43])=[O:40])[CH2:35][CH2:34]2)[NH:30][CH:31]=1.C(N(CC)C1C=CC=CC=1)C. The catalyst is C(OCC)(=O)C. The product is [C:1]([C:3]1[CH:8]=[CH:7][CH:6]=[CH:5][C:4]=1[C:9]1[CH:10]=[CH:11][C:12]([CH2:15][C:16]2[C:17](=[O:18])[N:32]([C@H:33]3[CH2:34][CH2:35][C@H:36]([C:39]([O:41][CH2:42][CH3:43])=[O:40])[CH2:37][CH2:38]3)[C:29]3[N:28]([N:27]=[CH:31][N:30]=3)[C:22]=2[CH2:23][CH2:24][CH3:25])=[CH:13][CH:14]=1)#[N:2]. The yield is 0.310. (2) The reactants are [N:1]1[CH:6]=[CH:5][CH:4]=[CH:3][C:2]=1[C:7]1[O:11][CH:10]=[N:9][CH:8]=1.[C:12]1([CH2:18][CH2:19][CH2:20][CH2:21][S:22][CH2:23][C:24](O)=[O:25])[CH:17]=[CH:16][CH:15]=[CH:14][CH:13]=1. No catalyst specified. The product is [C:12]1([CH2:18][CH2:19][CH2:20][CH2:21][S:22][CH2:23][C:24]([C:10]2[O:11][C:7]([C:2]3[CH:3]=[CH:4][CH:5]=[CH:6][N:1]=3)=[CH:8][N:9]=2)=[O:25])[CH:17]=[CH:16][CH:15]=[CH:14][CH:13]=1. The yield is 0.0600.